From a dataset of Merck oncology drug combination screen with 23,052 pairs across 39 cell lines. Regression. Given two drug SMILES strings and cell line genomic features, predict the synergy score measuring deviation from expected non-interaction effect. (1) Drug 1: CN(C)C(=N)N=C(N)N. Drug 2: COC1CC2CCC(C)C(O)(O2)C(=O)C(=O)N2CCCCC2C(=O)OC(C(C)CC2CCC(OP(C)(C)=O)C(OC)C2)CC(=O)C(C)C=C(C)C(O)C(OC)C(=O)C(C)CC(C)C=CC=CC=C1C. Cell line: A375. Synergy scores: synergy=10.0. (2) Drug 1: CC(=O)OC1C(=O)C2(C)C(O)CC3OCC3(OC(C)=O)C2C(OC(=O)c2ccccc2)C2(O)CC(OC(=O)C(O)C(NC(=O)c3ccccc3)c3ccccc3)C(C)=C1C2(C)C. Drug 2: C=CCn1c(=O)c2cnc(Nc3ccc(N4CCN(C)CC4)cc3)nc2n1-c1cccc(C(C)(C)O)n1. Cell line: ZR751. Synergy scores: synergy=15.9. (3) Drug 1: O=C(O)C1(Cc2cccc(Nc3nccs3)n2)CCC(Oc2cccc(Cl)c2F)CC1. Drug 2: CCc1cnn2c(NCc3ccc[n+]([O-])c3)cc(N3CCCCC3CCO)nc12. Cell line: DLD1. Synergy scores: synergy=4.28. (4) Drug 1: CN(C)C(=N)N=C(N)N. Drug 2: COC1=C2CC(C)CC(OC)C(O)C(C)C=C(C)C(OC(N)=O)C(OC)C=CC=C(C)C(=O)NC(=CC1=O)C2=O. Cell line: A2780. Synergy scores: synergy=-11.5. (5) Drug 1: CN1C(=O)C=CC2(C)C3CCC4(C)C(NC(=O)OCC(F)(F)F)CCC4C3CCC12. Drug 2: CCc1cnn2c(NCc3ccc[n+]([O-])c3)cc(N3CCCCC3CCO)nc12. Cell line: NCIH1650. Synergy scores: synergy=3.56. (6) Drug 1: CN1C(=O)C=CC2(C)C3CCC4(C)C(NC(=O)OCC(F)(F)F)CCC4C3CCC12. Drug 2: CCc1c2c(nc3ccc(O)cc13)-c1cc3c(c(=O)n1C2)COC(=O)C3(O)CC. Cell line: KPL1. Synergy scores: synergy=19.2. (7) Drug 1: CN(Cc1cnc2nc(N)nc(N)c2n1)c1ccc(C(=O)NC(CCC(=O)O)C(=O)O)cc1. Drug 2: CCc1cnn2c(NCc3ccc[n+]([O-])c3)cc(N3CCCCC3CCO)nc12. Cell line: MSTO. Synergy scores: synergy=-21.4. (8) Drug 1: CN(Cc1cnc2nc(N)nc(N)c2n1)c1ccc(C(=O)NC(CCC(=O)O)C(=O)O)cc1. Drug 2: CS(=O)(=O)CCNCc1ccc(-c2ccc3ncnc(Nc4ccc(OCc5cccc(F)c5)c(Cl)c4)c3c2)o1. Cell line: UWB1289. Synergy scores: synergy=-11.0. (9) Drug 1: CCC1(O)CC2CN(CCc3c([nH]c4ccccc34)C(C(=O)OC)(c3cc4c(cc3OC)N(C)C3C(O)(C(=O)OC)C(OC(C)=O)C5(CC)C=CCN6CCC43C65)C2)C1. Drug 2: COC1CC2CCC(C)C(O)(O2)C(=O)C(=O)N2CCCCC2C(=O)OC(C(C)CC2CCC(OP(C)(C)=O)C(OC)C2)CC(=O)C(C)C=C(C)C(O)C(OC)C(=O)C(C)CC(C)C=CC=CC=C1C. Cell line: SW837. Synergy scores: synergy=2.29.